From a dataset of Reaction yield outcomes from USPTO patents with 853,638 reactions. Predict the reaction yield, written as a fraction of the theoretical maximum amount of product (1.0 means a 100% yield; for example, 0.34 means a 34% yield). (1) The reactants are C(C1C=CC(C(NC2C=CC(C3C=C4C(CN([C@@H](C(C)C)C(O)=O)C4=O)=CC=3)=NC=2)=O)=CC=1)(C)(C)C.[Cl:37][C:38]1[CH:43]=[C:42]([NH:44][C:45](=[O:57])[C:46]2[CH:51]=[CH:50][C:49]([CH2:52][CH2:53][CH2:54][CH2:55][CH3:56])=[CH:48][CH:47]=2)[CH:41]=[CH:40][C:39]=1[C:58]1[CH:66]=[C:65]2[C:61]([CH2:62][N:63]([C@@H:68]([CH:73]([CH3:75])[CH3:74])[C:69]([O:71]C)=[O:70])[C:64]2=[O:67])=[CH:60][CH:59]=1. The yield is 0.720. No catalyst specified. The product is [Cl:37][C:38]1[CH:43]=[C:42]([NH:44][C:45](=[O:57])[C:46]2[CH:51]=[CH:50][C:49]([CH2:52][CH2:53][CH2:54][CH2:55][CH3:56])=[CH:48][CH:47]=2)[CH:41]=[CH:40][C:39]=1[C:58]1[CH:66]=[C:65]2[C:61]([CH2:62][N:63]([C@@H:68]([CH:73]([CH3:74])[CH3:75])[C:69]([OH:71])=[O:70])[C:64]2=[O:67])=[CH:60][CH:59]=1. (2) The reactants are ClC(Cl)(Cl)CO[C:5](=[O:20])[NH:6][C:7]1[N:8]([CH2:16][CH2:17][CH2:18][OH:19])[N:9]=[C:10]([C:12]([CH3:15])([CH3:14])[CH3:13])[CH:11]=1.[Cl:23][C:24]1[CH:29]=[CH:28][CH:27]=[C:26]([Cl:30])[C:25]=1[C:31]1[N:35]2[CH:36]=[C:37]([O:40][C@H:41]3[C:50]4[C:45](=[CH:46][CH:47]=[CH:48][CH:49]=4)[C@@H:44]([NH2:51])[CH2:43][CH2:42]3)[CH:38]=[CH:39][C:34]2=[N:33][N:32]=1.CCN(C(C)C)C(C)C. The catalyst is O1CCOCC1.C(Cl)Cl. The product is [C:12]([C:10]1[CH:11]=[C:7]([NH:6][C:5]([NH:51][C@@H:44]2[C:45]3[C:50](=[CH:49][CH:48]=[CH:47][CH:46]=3)[C@H:41]([O:40][C:37]3[CH:38]=[CH:39][C:34]4[N:35]([C:31]([C:25]5[C:24]([Cl:23])=[CH:29][CH:28]=[CH:27][C:26]=5[Cl:30])=[N:32][N:33]=4)[CH:36]=3)[CH2:42][CH2:43]2)=[O:20])[N:8]([CH2:16][CH2:17][CH2:18][OH:19])[N:9]=1)([CH3:13])([CH3:14])[CH3:15]. The yield is 0.760. (3) The reactants are [NH2:1][C:2]1[CH:7]=[CH:6][C:5]([C:8]2[S:9][CH:10]=[CH:11][CH:12]=2)=[CH:4][C:3]=1[NH:13][C:14]([C:16]1[S:20][C:19]2[CH:21]=[CH:22][C:23](Br)=[CH:24][C:18]=2[CH:17]=1)=[O:15].B(O)(O)[C:27]1[CH:32]=[CH:31][CH:30]=[N:29][CH:28]=1.CC1C(P(C2C(C)=CC=CC=2)C2C(C)=CC=CC=2)=CC=CC=1.C(=O)([O-])[O-].[K+].[K+]. The catalyst is C1C=CC([P]([Pd]([P](C2C=CC=CC=2)(C2C=CC=CC=2)C2C=CC=CC=2)([P](C2C=CC=CC=2)(C2C=CC=CC=2)C2C=CC=CC=2)[P](C2C=CC=CC=2)(C2C=CC=CC=2)C2C=CC=CC=2)(C2C=CC=CC=2)C2C=CC=CC=2)=CC=1.COCCOC.O. The product is [NH2:1][C:2]1[CH:7]=[CH:6][C:5]([C:8]2[S:9][CH:10]=[CH:11][CH:12]=2)=[CH:4][C:3]=1[NH:13][C:14]([C:16]1[S:20][C:19]2[CH:21]=[CH:22][C:23]([C:27]3[CH:28]=[N:29][CH:30]=[CH:31][CH:32]=3)=[CH:24][C:18]=2[CH:17]=1)=[O:15]. The yield is 0.670. (4) The reactants are [Li+].[BH4-].C[Si](Cl)(C)C.[C:8]([O:12][C:13]([N:15]1[CH2:19][C@H:18]([OH:20])[CH2:17][C@H:16]1[C:21](O)=[O:22])=[O:14])([CH3:11])([CH3:10])[CH3:9]. The catalyst is C1COCC1. The product is [OH:20][C@H:18]1[CH2:19][N:15]([C:13]([O:12][C:8]([CH3:9])([CH3:10])[CH3:11])=[O:14])[C@H:16]([CH2:21][OH:22])[CH2:17]1. The yield is 0.650. (5) The reactants are C1(COC([NH:11][C@@H:12]([C:14]([N:16]([CH3:22])[CH2:17][C:18](OC)=[O:19])=[O:15])[CH3:13])=O)C=CC=CC=1.CO. The catalyst is C(Cl)Cl.[Pd]. The product is [CH3:22][N:16]1[CH2:17][C:18](=[O:19])[NH:11][C@H:12]([CH3:13])[C:14]1=[O:15]. The yield is 0.950.